Dataset: Forward reaction prediction with 1.9M reactions from USPTO patents (1976-2016). Task: Predict the product of the given reaction. (1) Given the reactants C(OC(=O)[NH:7][CH2:8][CH2:9][CH:10]([NH:16][C:17]1[N:22]=[C:21]([C:23]2[N:27]3[CH:28]=[CH:29][N:30]=[C:31]([N:32]4[CH2:37][CH2:36][N:35]([CH3:38])[CH2:34][CH2:33]4)[C:26]3=[N:25][CH:24]=2)[CH:20]=[CH:19][N:18]=1)[C:11]1[CH:15]=[CH:14][S:13][CH:12]=1)(C)(C)C.Cl, predict the reaction product. The product is: [CH3:38][N:35]1[CH2:34][CH2:33][N:32]([C:31]2[C:26]3[N:27]([C:23]([C:21]4[CH:20]=[CH:19][N:18]=[C:17]([NH:16][CH:10]([C:11]5[CH:15]=[CH:14][S:13][CH:12]=5)[CH2:9][CH2:8][NH2:7])[N:22]=4)=[CH:24][N:25]=3)[CH:28]=[CH:29][N:30]=2)[CH2:37][CH2:36]1. (2) Given the reactants [NH2:1][C:2]1[CH:7]=[C:6]([S:8]([CH2:11][CH3:12])(=[O:10])=[O:9])[CH:5]=[CH:4][C:3]=1[OH:13].[C:14](=S)=[S:15].[OH-].[K+], predict the reaction product. The product is: [CH2:11]([S:8]([C:6]1[CH:5]=[CH:4][C:3]2[O:13][C:14]([SH:15])=[N:1][C:2]=2[CH:7]=1)(=[O:10])=[O:9])[CH3:12].